Dataset: Full USPTO retrosynthesis dataset with 1.9M reactions from patents (1976-2016). Task: Predict the reactants needed to synthesize the given product. (1) Given the product [NH2:25][CH2:24][CH2:23][NH:26][C:2]1[N:7]=[N:6][C:5]([C:8]([NH2:10])=[O:9])=[C:4]([NH:11][C:12]2[CH:17]=[CH:16][C:15]([CH:18]([CH3:20])[CH3:19])=[C:14]([O:21][CH3:22])[N:13]=2)[CH:3]=1, predict the reactants needed to synthesize it. The reactants are: Cl[C:2]1[N:7]=[N:6][C:5]([C:8]([NH2:10])=[O:9])=[C:4]([NH:11][C:12]2[CH:17]=[CH:16][C:15]([CH:18]([CH3:20])[CH3:19])=[C:14]([O:21][CH3:22])[N:13]=2)[CH:3]=1.[CH2:23]([NH2:26])[CH2:24][NH2:25].[NH4+].[OH-]. (2) Given the product [Br:1][C:2]1[CH:3]=[C:4]([C:11](=[O:13])[CH3:12])[CH:5]=[C:6]([N+:8]([O-:10])=[O:9])[CH:7]=1, predict the reactants needed to synthesize it. The reactants are: [Br:1][C:2]1[CH:3]=[C:4]([CH:11]([OH:13])[CH3:12])[CH:5]=[C:6]([N+:8]([O-:10])=[O:9])[CH:7]=1. (3) Given the product [NH2:1][C:2]1[N:3]=[C:4]([S:22][CH2:25][C:26]2[CH:31]=[CH:30][N:29]=[C:28]([C:32]([NH:34][CH3:35])=[O:33])[CH:27]=2)[C:5]([C:20]#[N:21])=[C:6]([C:10]2[CH:11]=[CH:12][C:13]([O:16][CH2:17][CH2:18][OH:19])=[CH:14][CH:15]=2)[C:7]=1[C:8]#[N:9], predict the reactants needed to synthesize it. The reactants are: [NH2:1][C:2]1[C:7]([C:8]#[N:9])=[C:6]([C:10]2[CH:15]=[CH:14][C:13]([O:16][CH2:17][CH2:18][OH:19])=[CH:12][CH:11]=2)[C:5]([C:20]#[N:21])=[C:4]([SH:22])[N:3]=1.Cl.Cl[CH2:25][C:26]1[CH:31]=[CH:30][N:29]=[C:28]([C:32]([NH:34][CH3:35])=[O:33])[CH:27]=1.C(=O)(O)[O-].[Na+].O.